Predict the reaction yield, written as a fraction of the theoretical maximum amount of product (1.0 means a 100% yield; for example, 0.34 means a 34% yield). From a dataset of Reaction yield outcomes from USPTO patents with 853,638 reactions. The reactants are [CH3:1][N:2]1[C:6]([C:7]2[CH:8]=[C:9]([C:12]([O:14]C)=[O:13])[S:10][CH:11]=2)=[CH:5][CH:4]=[N:3]1.[OH-].[Na+]. The catalyst is O1CCCC1. The product is [CH3:1][N:2]1[C:6]([C:7]2[CH:8]=[C:9]([C:12]([OH:14])=[O:13])[S:10][CH:11]=2)=[CH:5][CH:4]=[N:3]1. The yield is 1.00.